From a dataset of Peptide-MHC class I binding affinity with 185,985 pairs from IEDB/IMGT. Regression. Given a peptide amino acid sequence and an MHC pseudo amino acid sequence, predict their binding affinity value. This is MHC class I binding data. The peptide sequence is VLEGFEGDL. The MHC is HLA-A02:06 with pseudo-sequence HLA-A02:06. The binding affinity (normalized) is 0.169.